From a dataset of Catalyst prediction with 721,799 reactions and 888 catalyst types from USPTO. Predict which catalyst facilitates the given reaction. Reactant: [ClH:1].[NH2:2][C:3]1[N:8]=[CH:7][N:6]=[C:5]2[N:9]([CH:13]([C:15]3[O:16][C:17](=[O:37])[C:18]4[C:23]([C:24]=3[C:25]3[S:26][C:27]([CH2:30][N:31]5[CH2:36][CH2:35][CH2:34][CH2:33][CH2:32]5)=[CH:28][CH:29]=3)=[CH:22][CH:21]=[CH:20][CH:19]=4)[CH3:14])[N:10]=[C:11](I)[C:4]=12.[F:38][C:39]1[CH:40]=[C:41](B(O)O)[CH:42]=[C:43]([OH:45])[CH:44]=1.[O-]P([O-])([O-])=O.[K+].[K+].[K+].O. Product: [ClH:1].[NH2:2][C:3]1[N:8]=[CH:7][N:6]=[C:5]2[N:9]([CH:13]([C:15]3[O:16][C:17](=[O:37])[C:18]4[C:23]([C:24]=3[C:25]3[S:26][C:27]([CH2:30][N:31]5[CH2:36][CH2:35][CH2:34][CH2:33][CH2:32]5)=[CH:28][CH:29]=3)=[CH:22][CH:21]=[CH:20][CH:19]=4)[CH3:14])[N:10]=[C:11]([C:41]3[CH:42]=[C:43]([OH:45])[CH:44]=[C:39]([F:38])[CH:40]=3)[C:4]=12. The catalyst class is: 1.